Regression. Given a peptide amino acid sequence and an MHC pseudo amino acid sequence, predict their binding affinity value. This is MHC class II binding data. From a dataset of Peptide-MHC class II binding affinity with 134,281 pairs from IEDB. (1) The peptide sequence is DGGRRKKGGWFGKHRGQGGSNP. The MHC is DRB3_0101 with pseudo-sequence DRB3_0101. The binding affinity (normalized) is 0. (2) The peptide sequence is DVAFPGGGQIVGGVY. The MHC is HLA-DQA10501-DQB10301 with pseudo-sequence HLA-DQA10501-DQB10301. The binding affinity (normalized) is 0.740. (3) The peptide sequence is EELQIVDKIDAAFKI. The MHC is DRB1_0802 with pseudo-sequence DRB1_0802. The binding affinity (normalized) is 0.398. (4) The peptide sequence is WSWVRQPPGRGLEWI. The MHC is DRB1_1501 with pseudo-sequence DRB1_1501. The binding affinity (normalized) is 0.